Dataset: Full USPTO retrosynthesis dataset with 1.9M reactions from patents (1976-2016). Task: Predict the reactants needed to synthesize the given product. (1) Given the product [C:1]1([C:26]2[CH:31]=[CH:30][CH:29]=[CH:28][CH:27]=2)[CH:2]=[CH:3][C:4]([C:7]([N:9]2[CH2:10][CH:11]([NH:13][C@H:14]3[CH2:18][CH2:17][NH:16][CH2:15]3)[CH2:12]2)=[O:8])=[CH:5][CH:6]=1, predict the reactants needed to synthesize it. The reactants are: [C:1]1([C:26]2[CH:31]=[CH:30][CH:29]=[CH:28][CH:27]=2)[CH:6]=[CH:5][C:4]([C:7]([N:9]2[CH2:12][CH:11]([NH:13][C@H:14]3[CH2:18][CH2:17][N:16](C(OC(C)(C)C)=O)[CH2:15]3)[CH2:10]2)=[O:8])=[CH:3][CH:2]=1.Cl. (2) Given the product [F:3][C:4]1[CH:5]=[C:6]([C:11]2[CH:16]=[CH:15][C:14]([C:17]([OH:19])=[O:18])=[C:13]([N+:21]([O-:23])=[O:22])[CH:12]=2)[CH:7]=[C:8]([F:10])[CH:9]=1, predict the reactants needed to synthesize it. The reactants are: [OH-].[Li+].[F:3][C:4]1[CH:5]=[C:6]([C:11]2[CH:16]=[CH:15][C:14]([C:17]([O:19]C)=[O:18])=[C:13]([N+:21]([O-:23])=[O:22])[CH:12]=2)[CH:7]=[C:8]([F:10])[CH:9]=1.CO.O. (3) Given the product [Na:21].[CH2:1]([OH:13])[CH:2]=[CH:3][CH2:4][CH2:5][CH2:6][CH2:7][CH2:8][CH2:9][CH2:10][CH2:11][CH3:12].[Na:21].[C:14]1([OH:20])[CH:19]=[CH:18][CH:17]=[CH:16][CH:15]=1, predict the reactants needed to synthesize it. The reactants are: [CH2:1]([OH:13])[CH:2]=[CH:3][CH2:4][CH2:5][CH2:6][CH2:7][CH2:8][CH2:9][CH2:10][CH2:11][CH3:12].[C:14]1([OH:20])[CH:19]=[CH:18][CH:17]=[CH:16][CH:15]=1.[Na:21].